Predict the reactants needed to synthesize the given product. From a dataset of Full USPTO retrosynthesis dataset with 1.9M reactions from patents (1976-2016). (1) Given the product [CH2:27]([O:29][C:30]([C:32]1([C:35]2[CH:40]=[CH:39][C:38]([C:2]3[CH:3]=[CH:4][C:5]([C:8]4[O:12][N:11]=[C:10]([CH3:13])[C:9]=4[CH2:14][NH:15][C:16]4[O:17][C:18]([C:21]5[CH:22]=[CH:23][CH:24]=[CH:25][CH:26]=5)=[N:19][N:20]=4)=[CH:6][CH:7]=3)=[CH:37][CH:36]=2)[CH2:33][CH2:34]1)=[O:31])[CH3:28], predict the reactants needed to synthesize it. The reactants are: Br[C:2]1[CH:7]=[CH:6][C:5]([C:8]2[O:12][N:11]=[C:10]([CH3:13])[C:9]=2[CH2:14][NH:15][C:16]2[O:17][C:18]([C:21]3[CH:26]=[CH:25][CH:24]=[CH:23][CH:22]=3)=[N:19][N:20]=2)=[CH:4][CH:3]=1.[CH2:27]([O:29][C:30]([C:32]1([C:35]2[CH:40]=[CH:39][C:38](B3OC(C)(C)C(C)(C)O3)=[CH:37][CH:36]=2)[CH2:34][CH2:33]1)=[O:31])[CH3:28]. (2) Given the product [Cl:1][C:2]1[N:3]=[C:4]([NH2:22])[C:5]2[CH:11]=[C:10]([O:12][C:13]3[CH:18]=[CH:17][C:16]([F:19])=[CH:15][C:14]=3[F:20])[N:9]=[CH:8][C:6]=2[N:7]=1, predict the reactants needed to synthesize it. The reactants are: [Cl:1][C:2]1[N:3]=[C:4](Cl)[C:5]2[CH:11]=[C:10]([O:12][C:13]3[CH:18]=[CH:17][C:16]([F:19])=[CH:15][C:14]=3[F:20])[N:9]=[CH:8][C:6]=2[N:7]=1.[NH3:22]. (3) Given the product [CH3:16][O:15][C:12]1[CH:13]=[CH:14][C:9]([O:8][C:5]2[CH:6]=[CH:7][C:2]([B:22]([OH:27])[OH:23])=[CH:3][CH:4]=2)=[CH:10][CH:11]=1, predict the reactants needed to synthesize it. The reactants are: Br[C:2]1[CH:7]=[CH:6][C:5]([O:8][C:9]2[CH:14]=[CH:13][C:12]([O:15][CH3:16])=[CH:11][CH:10]=2)=[CH:4][CH:3]=1.C([Li])CCC.[B:22](OC(C)C)([O:27]C(C)C)[O:23]C(C)C. (4) Given the product [C:21]1(=[O:26])[O:25][CH2:24][CH2:23][O:22]1.[C:39](=[O:46])([O:43][CH2:44][CH3:45])[O:40][CH2:41][CH3:42], predict the reactants needed to synthesize it. The reactants are: C(OC)(=O)C(C)=C.C(OCC1CCC2OC2C1)(=O)C=C.[C:21]1(=[O:26])[O:25][CH2:24][CH2:23][O:22]1.N(C(C)(C)C#N)=NC(C)(C)C#N.[C:39](=[O:46])([O:43][CH2:44][CH3:45])[O:40][CH2:41][CH3:42]. (5) Given the product [F:32][C:31]1[CH:30]=[C:29]([N:13]2[C:14]3[C:10](=[C:9]([O:8][CH2:7][C:1]4[CH:2]=[CH:3][CH:4]=[CH:5][CH:6]=4)[CH:17]=[CH:16][CH:15]=3)[CH:11]=[CH:12]2)[CH:28]=[C:27]([F:34])[C:26]=1[O:25][CH2:24][C:18]1[CH:19]=[CH:20][CH:21]=[CH:22][CH:23]=1, predict the reactants needed to synthesize it. The reactants are: [C:1]1([CH2:7][O:8][C:9]2[CH:17]=[CH:16][CH:15]=[C:14]3[C:10]=2[CH:11]=[CH:12][NH:13]3)[CH:6]=[CH:5][CH:4]=[CH:3][CH:2]=1.[C:18]1([CH2:24][O:25][C:26]2[C:31]([F:32])=[CH:30][C:29](Br)=[CH:28][C:27]=2[F:34])[CH:23]=[CH:22][CH:21]=[CH:20][CH:19]=1.[O-]P([O-])([O-])=O.[K+].[K+].[K+].N1CCC[C@H]1C(O)=O. (6) The reactants are: N(C(OCC)=O)=NC(OCC)=O.[Br:13][C:14]1[C:21]([OH:22])=[C:20]([O:23][CH3:24])[CH:19]=[CH:18][C:15]=1[CH:16]=[O:17].[CH:25]1(O)[CH2:30][CH2:29][CH2:28][CH:27]=[CH:26]1.C1(P(C2C=CC=CC=2)C2C=CC=CC=2)C=CC=CC=1. Given the product [Br:13][C:14]1[C:21]([O:22][CH:30]2[CH2:29][CH2:28][CH2:27][CH:26]=[CH:25]2)=[C:20]([O:23][CH3:24])[CH:19]=[CH:18][C:15]=1[CH:16]=[O:17], predict the reactants needed to synthesize it. (7) Given the product [C:13]1([CH:7]([C:1]2[CH:2]=[CH:3][CH:4]=[CH:5][CH:6]=2)[N:8]2[CH2:11][C:10](=[O:12])[CH2:9]2)[CH:14]=[CH:15][CH:16]=[CH:17][CH:18]=1, predict the reactants needed to synthesize it. The reactants are: [C:1]1([CH:7]([C:13]2[CH:18]=[CH:17][CH:16]=[CH:15][CH:14]=2)[N:8]2[CH2:11][CH:10]([OH:12])[CH2:9]2)[CH:6]=[CH:5][CH:4]=[CH:3][CH:2]=1.C(N(CC)CC)C. (8) Given the product [CH2:1]([O:3][C:4]1[CH:5]=[CH:6][C:7]([C:10]([O:19][CH3:20])([O:17][CH3:18])[CH2:11][CH2:12][C:13]([O-:15])=[O:14])=[CH:8][CH:9]=1)[CH3:2].[K+:22], predict the reactants needed to synthesize it. The reactants are: [CH2:1]([O:3][C:4]1[CH:9]=[CH:8][C:7]([C:10]([O:19][CH3:20])([O:17][CH3:18])[CH2:11][CH2:12][C:13]([O:15]C)=[O:14])=[CH:6][CH:5]=1)[CH3:2].[OH-].[K+:22].